Dataset: Full USPTO retrosynthesis dataset with 1.9M reactions from patents (1976-2016). Task: Predict the reactants needed to synthesize the given product. (1) Given the product [CH2:1]([C:5]1[N:6]=[C:7]2[CH:23]=[CH:22][CH:21]=[CH:20][N:8]2[C:9](=[O:19])[C:10]=1[C:11]1[CH:16]=[CH:15][C:14]([NH:46][C@@H:47]2[CH2:51][CH2:50][N:49]([C:52]([O:54][C:55]([CH3:58])([CH3:57])[CH3:56])=[O:53])[CH2:48]2)=[C:13]([F:18])[CH:12]=1)[CH2:2][CH2:3][CH3:4], predict the reactants needed to synthesize it. The reactants are: [CH2:1]([C:5]1[N:6]=[C:7]2[CH:23]=[CH:22][CH:21]=[CH:20][N:8]2[C:9](=[O:19])[C:10]=1[C:11]1[CH:16]=[CH:15][C:14](Cl)=[C:13]([F:18])[CH:12]=1)[CH2:2][CH2:3][CH3:4].C(C1N=C2C=CC=CN2C(=O)C=1C1C=CC(Cl)=CC=1)CCC.[NH2:46][C@@H:47]1[CH2:51][CH2:50][N:49]([C:52]([O:54][C:55]([CH3:58])([CH3:57])[CH3:56])=[O:53])[CH2:48]1.NC1CCCN(C(OC(C)(C)C)=O)C1. (2) Given the product [CH2:26]([N:22]1[C:10]2[C:11](=[C:12]3[C:7](=[CH:8][CH:9]=2)[N:6]=[C:5]([O:4][CH:1]([CH3:3])[CH3:2])[CH:14]=[C:13]3[C:15]([F:18])([F:17])[F:16])[O:19][CH2:20][C@H:21]1[CH3:23])[CH3:27], predict the reactants needed to synthesize it. The reactants are: [CH:1]([O:4][C:5]1[CH:14]=[C:13]([C:15]([F:18])([F:17])[F:16])[C:12]2[C:7](=[CH:8][CH:9]=[C:10]3[NH:22][C@H:21]([CH3:23])[CH2:20][O:19][C:11]3=2)[N:6]=1)([CH3:3])[CH3:2].[BH4-].[Na+].[C:26](O)(=O)[CH3:27]. (3) Given the product [OH:24][C:4]1[CH:5]=[CH:6][C:7]2[C:16]3[CH2:15][CH2:14][N:13]([C:17]([O:19][CH2:20][CH:21]=[CH2:22])=[O:18])[CH2:12][C:11]=3[C:10](=[O:23])[O:9][C:8]=2[C:3]=1[CH2:1][OH:2], predict the reactants needed to synthesize it. The reactants are: [CH:1]([C:3]1[C:8]2[O:9][C:10](=[O:23])[C:11]3[CH2:12][N:13]([C:17]([O:19][CH2:20][CH:21]=[CH2:22])=[O:18])[CH2:14][CH2:15][C:16]=3[C:7]=2[CH:6]=[CH:5][C:4]=1[OH:24])=[O:2].[BH4-].[Na+]. (4) Given the product [OH:18][CH2:17][C:14]1[CH:15]=[C:16]2[C:11](=[CH:12][CH:13]=1)[N:10]([C:19]([O:21][C:22]([CH3:25])([CH3:24])[CH3:23])=[O:20])[N:9]=[C:8]2[C:6]#[C:5][Si:2]([CH3:4])([CH3:3])[CH3:1], predict the reactants needed to synthesize it. The reactants are: [CH3:1][Si:2]([C:5]#[CH:6])([CH3:4])[CH3:3].Br[C:8]1[C:16]2[C:11](=[CH:12][CH:13]=[C:14]([CH2:17][OH:18])[CH:15]=2)[N:10]([C:19]([O:21][C:22]([CH3:25])([CH3:24])[CH3:23])=[O:20])[N:9]=1. (5) Given the product [CH2:25]([O:27][C:28]1[CH:29]=[C:30]([CH:33]=[C:34]([O:41][CH2:42][CH3:43])[C:35]=1[N:36]1[CH:40]=[CH:39][CH:38]=[CH:37]1)[CH2:31][N:1]1[CH2:2][CH2:3][CH:4]([NH:7][C:8]2[O:9][C:10]3[C:16]([S:17]([N:20]4[CH2:24][CH2:23][CH2:22][CH2:21]4)(=[O:19])=[O:18])=[CH:15][CH:14]=[CH:13][C:11]=3[N:12]=2)[CH2:5][CH2:6]1)[CH3:26], predict the reactants needed to synthesize it. The reactants are: [NH:1]1[CH2:6][CH2:5][CH:4]([NH:7][C:8]2[O:9][C:10]3[C:16]([S:17]([N:20]4[CH2:24][CH2:23][CH2:22][CH2:21]4)(=[O:19])=[O:18])=[CH:15][CH:14]=[CH:13][C:11]=3[N:12]=2)[CH2:3][CH2:2]1.[CH2:25]([O:27][C:28]1[CH:29]=[C:30]([CH:33]=[C:34]([O:41][CH2:42][CH3:43])[C:35]=1[N:36]1[CH:40]=[CH:39][CH:38]=[CH:37]1)[CH:31]=O)[CH3:26].C([BH3-])#N.[Na+].C(N(C(C)C)C(C)C)C. (6) The reactants are: [CH2:1]([C:7]1[O:16][C:10]2=[N:11][C:12](=[O:15])[NH:13][CH:14]=[C:9]2[CH:8]=1)[CH2:2][CH2:3][CH2:4][CH2:5][CH3:6].C(=O)([O-])[O-].[K+].[K+].[CH2:23](Cl)[C:24]1[CH:29]=[CH:28][CH:27]=[CH:26][CH:25]=1. Given the product [CH2:23]([O:15][C:12]1[N:13]=[CH:14][C:9]2[CH:8]=[C:7]([CH2:1][CH2:2][CH2:3][CH2:4][CH2:5][CH3:6])[O:16][C:10]=2[N:11]=1)[C:24]1[CH:29]=[CH:28][CH:27]=[CH:26][CH:25]=1, predict the reactants needed to synthesize it. (7) Given the product [Br:1][C:2]1[CH:3]=[C:4]([NH:10][C:11]2[CH:16]=[N:15][C:14]([N:17]3[CH2:22][CH2:21][NH:20][CH2:19][C@@H:18]3[CH3:30])=[CH:13][N:12]=2)[C:5](=[O:9])[N:6]([CH3:8])[CH:7]=1, predict the reactants needed to synthesize it. The reactants are: [Br:1][C:2]1[CH:3]=[C:4]([NH:10][C:11]2[N:12]=[CH:13][C:14]([N:17]3[CH2:22][CH2:21][N:20](C(OC(C)(C)C)=O)[CH2:19][C@@H:18]3[CH3:30])=[N:15][CH:16]=2)[C:5](=[O:9])[N:6]([CH3:8])[CH:7]=1.FC(F)(F)C(O)=O. (8) Given the product [CH3:12][Si:13]([C:16]#[C:17][C:2]1[CH:11]=[CH:10][C:9]2[C:4](=[CH:5][CH:6]=[CH:7][CH:8]=2)[N:3]=1)([CH3:15])[CH3:14], predict the reactants needed to synthesize it. The reactants are: Cl[C:2]1[CH:11]=[CH:10][C:9]2[C:4](=[CH:5][CH:6]=[CH:7][CH:8]=2)[N:3]=1.[CH3:12][Si:13]([C:16]#[CH:17])([CH3:15])[CH3:14].CCOC(C)=O.CCCCCC. (9) Given the product [F:1][C:2]1[CH:3]=[C:22]2[N:18]([CH3:11])[C:19](=[O:26])[NH:20][C:21]2=[N:6][CH:7]=1, predict the reactants needed to synthesize it. The reactants are: [F:1][C:2]1[CH:3]=C(NC)C(N)=[N:6][CH:7]=1.[C:11]([N:18]1[CH:22]=[CH:21][N:20]=[CH:19]1)(N1C=CN=C1)=O.C1C[O:26]CC1. (10) Given the product [CH3:15][N:16]1[CH2:21][CH2:20][N:19]([CH2:2][C:3]2[N:4]=[N:5][C:6]3[C:7](=[C:9]([NH2:14])[N:10]=[C:11]([NH2:13])[N:12]=3)[N:8]=2)[CH2:18][CH2:17]1, predict the reactants needed to synthesize it. The reactants are: Cl[CH2:2][C:3]1[N:4]=[N:5][C:6]2[C:7](=[C:9]([NH2:14])[N:10]=[C:11]([NH2:13])[N:12]=2)[N:8]=1.[CH3:15][N:16]1[CH2:21][CH2:20][NH:19][CH2:18][CH2:17]1.